From a dataset of Forward reaction prediction with 1.9M reactions from USPTO patents (1976-2016). Predict the product of the given reaction. Given the reactants IN1C(=O)CCC1=O.[CH3:9][O:10][C:11]1[CH:16]=[CH:15][C:14](/[C:17](/[Si](C)(C)C)=[CH:18]/[C:19]2[S:20][C:21]([CH3:24])=[CH:22][CH:23]=2)=[CH:13][CH:12]=1.C([Li])CCC.[C:34]1([CH3:53])[CH:39]=[C:38]([CH3:40])[CH:37]=[C:36]([CH3:41])[C:35]=1[B:42](F)[C:43]1[C:48]([CH3:49])=[CH:47][C:46]([CH3:50])=[CH:45][C:44]=1[CH3:51], predict the reaction product. The product is: [CH3:9][O:10][C:11]1[CH:16]=[CH:15][C:14](/[C:17](/[B:42]([C:43]2[C:44]([CH3:51])=[CH:45][C:46]([CH3:50])=[CH:47][C:48]=2[CH3:49])[C:35]2[C:36]([CH3:41])=[CH:37][C:38]([CH3:40])=[CH:39][C:34]=2[CH3:53])=[CH:18]/[C:19]2[S:20][C:21]([CH3:24])=[CH:22][CH:23]=2)=[CH:13][CH:12]=1.